From a dataset of Reaction yield outcomes from USPTO patents with 853,638 reactions. Predict the reaction yield, written as a fraction of the theoretical maximum amount of product (1.0 means a 100% yield; for example, 0.34 means a 34% yield). (1) The reactants are [OH:1][C:2]1[CH:9]=[CH:8][C:5]([C:6]#[N:7])=[CH:4][C:3]=1[O:10][CH3:11].C1(P(C2C=CC=CC=2)C2C=CC=CC=2)C=CC=CC=1.O[C@H:32]1[CH2:36][CH2:35][N:34](C(OC(C)(C)C)=O)[CH2:33]1.N(C(OC(C)C)=O)=NC(OC(C)C)=O. The catalyst is O1CCCC1. The product is [CH3:11][O:10][C:3]1[CH:4]=[C:5]([CH:8]=[CH:9][C:2]=1[O:1][C@@H:32]1[CH2:36][CH2:35][NH:34][CH2:33]1)[C:6]#[N:7]. The yield is 0.670. (2) The reactants are [CH2:1]([O:3][C:4]([C:6]1[C:15](=[O:16])[C:14]2[C:13](=[O:17])[CH2:12][CH2:11][CH2:10][C:9]=2[NH:8][CH:7]=1)=[O:5])[CH3:2].II. The catalyst is C(O)C. The product is [CH2:1]([O:3][C:4]([C:6]1[C:15](=[O:16])[C:14]2[C:9](=[CH:10][CH:11]=[CH:12][C:13]=2[OH:17])[NH:8][CH:7]=1)=[O:5])[CH3:2]. The yield is 0.430. (3) The yield is 0.900. The reactants are [Cl:1][C:2]1[CH:3]=[C:4]([CH:6]=[CH:7][C:8]=1[O:9][C:10]1[C:19]2[C:14](=[CH:15][C:16]([O:22][CH3:23])=[C:17]([O:20][CH3:21])[CH:18]=2)[N:13]=[CH:12][CH:11]=1)[NH2:5].C(O)C.[CH3:27][C:28]1[CH:33]=[CH:32][CH:31]=[CH:30][C:29]=1[C:34]([N:36]=[C:37]=[S:38])=[O:35]. The catalyst is C1(C)C=CC=CC=1. The product is [Cl:1][C:2]1[CH:3]=[C:4]([NH:5][C:37]([NH:36][C:34](=[O:35])[C:29]2[CH:30]=[CH:31][CH:32]=[CH:33][C:28]=2[CH3:27])=[S:38])[CH:6]=[CH:7][C:8]=1[O:9][C:10]1[C:19]2[C:14](=[CH:15][C:16]([O:22][CH3:23])=[C:17]([O:20][CH3:21])[CH:18]=2)[N:13]=[CH:12][CH:11]=1. (4) The reactants are [Br:1][C:2]1[CH:9]=[CH:8][C:5]([C:6]#[N:7])=[CH:4][C:3]=1[CH3:10].C1C(=O)N([Br:18])C(=O)C1. The catalyst is C(Cl)(Cl)(Cl)Cl. The product is [Br:1][C:2]1[CH:9]=[CH:8][C:5]([C:6]#[N:7])=[CH:4][C:3]=1[CH2:10][Br:18]. The yield is 1.00. (5) The reactants are Cl.Cl.[F:3][C:4]1[CH:9]=[CH:8][CH:7]=[C:6]([F:10])[C:5]=1[C:11]1[O:12][C:13]([C:19]2[CH:20]=[N:21][C:22]([N:25]3[CH2:30][CH2:29][NH:28][CH2:27][CH2:26]3)=[CH:23][CH:24]=2)=[C:14]([C:16]([NH2:18])=[O:17])[N:15]=1.C(N(CC)CC)C.[CH3:38][N:39]=[C:40]=[O:41]. The catalyst is C(Cl)Cl. The product is [C:16]([C:14]1[N:15]=[C:11]([C:5]2[C:6]([F:10])=[CH:7][CH:8]=[CH:9][C:4]=2[F:3])[O:12][C:13]=1[C:19]1[CH:24]=[CH:23][C:22]([N:25]2[CH2:26][CH2:27][N:28]([C:40]([NH:39][CH3:38])=[O:41])[CH2:29][CH2:30]2)=[N:21][CH:20]=1)(=[O:17])[NH2:18]. The yield is 0.100. (6) The reactants are C([O:4][C@@:5]1([CH2:35][CH3:36])[C:32]2[CH:31]=[C:30]3[N:11]([CH2:12][C:13]4[C:14]3=[N:15][C:16]3[C:17]5[C:18]=4[N:19]([CH2:26][CH2:27][CH2:28][CH3:29])[CH:20]=[N:21][C:22]=5[CH:23]=[CH:24][CH:25]=3)[C:10](=[O:33])[C:9]=2[CH2:8][O:7][C:6]1=[O:34])(=O)C.NN.Cl. The catalyst is CO. The yield is 0.700. The product is [CH2:26]([N:19]1[C:18]2=[C:13]3[CH2:12][N:11]4[C:30](=[CH:31][C:32]5[C@:5]([CH2:35][CH3:36])([OH:4])[C:6](=[O:34])[O:7][CH2:8][C:9]=5[C:10]4=[O:33])[C:14]3=[N:15][C:16]3[C:17]2=[C:22]([CH:23]=[CH:24][CH:25]=3)[N:21]=[CH:20]1)[CH2:27][CH2:28][CH3:29]. (7) The reactants are [CH3:1][C:2]1[CH:8]=[CH:7][C:6]([CH3:9])=[CH:5][C:3]=1[NH2:4].[C:10](OC(=O)C)(=[O:12])[CH3:11].CO. The catalyst is O1CCCC1. The product is [CH3:9][C:6]1[CH:7]=[CH:8][C:2]([CH3:1])=[C:3]([NH:4][C:10]([CH3:11])=[O:12])[CH:5]=1. The yield is 0.990. (8) The reactants are [Cl:1][C:2]1[N:7]=[C:6]([NH:8]C(=O)C(C)(C)C)[CH:5]=[C:4]([CH3:15])[CH:3]=1.[OH-].[Na+]. The catalyst is Cl. The product is [Cl:1][C:2]1[N:7]=[C:6]([NH2:8])[CH:5]=[C:4]([CH3:15])[CH:3]=1. The yield is 0.820.